Predict the product of the given reaction. From a dataset of Forward reaction prediction with 1.9M reactions from USPTO patents (1976-2016). (1) Given the reactants [Cl:1][C:2]1[CH:16]=[CH:15][C:5]([C:6]([C:8]2[CH:13]=[CH:12][C:11]([OH:14])=[CH:10][CH:9]=2)=[O:7])=[CH:4][CH:3]=1.[CH3:17][N:18]([C:22]1[CH:27]=[CH:26][CH:25]=[CH:24][CH:23]=1)[C:19](Cl)=[O:20], predict the reaction product. The product is: [Cl:1][C:2]1[CH:16]=[CH:15][C:5]([C:6]([C:8]2[CH:13]=[CH:12][C:11]([O:14][C:19](=[O:20])[N:18]([CH3:17])[C:22]3[CH:27]=[CH:26][CH:25]=[CH:24][CH:23]=3)=[CH:10][CH:9]=2)=[O:7])=[CH:4][CH:3]=1. (2) Given the reactants [CH3:1][C:2]1[O:6][N:5]=[C:4]([C:7]2[CH:12]=[CH:11][C:10]([NH2:13])=[CH:9][CH:8]=2)[N:3]=1.[F:14][C:15]1[C:24]([CH:25]=O)=[CH:23][C:22]([O:27][CH3:28])=[C:21]2[C:16]=1[CH2:17][CH2:18][CH2:19][O:20]2.C[Si]([C:33]#[N:34])(C)C.C(S([O-])(=O)=O)(F)(F)F.C(S([O-])(=O)=O)(F)(F)F.C(S([O-])(=O)=O)(F)(F)F.[Yb+3], predict the reaction product. The product is: [F:14][C:15]1[C:24]([CH:25]([NH:13][C:10]2[CH:11]=[CH:12][C:7]([C:4]3[N:3]=[C:2]([CH3:1])[O:6][N:5]=3)=[CH:8][CH:9]=2)[C:33]#[N:34])=[CH:23][C:22]([O:27][CH3:28])=[C:21]2[C:16]=1[CH2:17][CH2:18][CH2:19][O:20]2. (3) Given the reactants [CH2:1]([O:8][C:9]1[C:17]2[N:16]=[C:15]([CH3:18])[N:14]([CH3:19])[C:13]=2[CH:12]=[C:11](Br)[CH:10]=1)[C:2]1[CH:7]=[CH:6][CH:5]=[CH:4][CH:3]=1.[C:21]([NH2:24])(=[O:23])[CH3:22].C(=O)([O-])[O-].[Cs+].[Cs+].ClCCl, predict the reaction product. The product is: [CH2:1]([O:8][C:9]1[C:17]2[N:16]=[C:15]([CH3:18])[N:14]([CH3:19])[C:13]=2[CH:12]=[C:11]([NH:24][C:21](=[O:23])[CH3:22])[CH:10]=1)[C:2]1[CH:7]=[CH:6][CH:5]=[CH:4][CH:3]=1.